From a dataset of Forward reaction prediction with 1.9M reactions from USPTO patents (1976-2016). Predict the product of the given reaction. (1) Given the reactants [CH3:1][CH:2]([CH3:60])[CH2:3][CH2:4][O:5][C:6]1[CH:11]=[CH:10][CH:9]=[C:8]([O:12][CH2:13][CH2:14][CH:15]([CH3:17])[CH3:16])[C:7]=1[C:18]1[C:19]2[NH:23][C:22]([CH:24]=[C:25]3[N:59]=[C:28]([C:29]([C:41]4[C:46]([O:47][CH2:48][CH2:49][CH:50]([CH3:52])[CH3:51])=[CH:45][CH:44]=[CH:43][C:42]=4[O:53][CH2:54][CH2:55][CH:56]([CH3:58])[CH3:57])=[C:30]4[NH:40][C:33](=[CH:34][C:35]5[CH:36]=[CH:37][C:38]=1[N:39]=5)[CH:32]=[CH:31]4)[CH:27]=[CH:26]3)=[CH:21][CH:20]=2.[Br:61]N1C(=O)CCC1=O.C1C(=O)N(Br)C(=O)C1, predict the reaction product. The product is: [Br:61][C:34]1[C:33]2[NH:40][C:30]([C:29]([C:41]3[C:42]([O:53][CH2:54][CH2:55][CH:56]([CH3:58])[CH3:57])=[CH:43][CH:44]=[CH:45][C:46]=3[O:47][CH2:48][CH2:49][CH:50]([CH3:51])[CH3:52])=[C:28]3[N:59]=[C:25]([CH:24]=[C:22]4[NH:23][C:19](=[C:18]([C:7]5[C:8]([O:12][CH2:13][CH2:14][CH:15]([CH3:16])[CH3:17])=[CH:9][CH:10]=[CH:11][C:6]=5[O:5][CH2:4][CH2:3][CH:2]([CH3:60])[CH3:1])[C:38]5[CH:37]=[CH:36][C:35]=1[N:39]=5)[CH:20]=[CH:21]4)[CH:26]=[CH:27]3)=[CH:31][CH:32]=2. (2) The product is: [CH2:1]([N:4]1[C:8]2[C:9]([Br:14])=[C:10]([NH2:13])[CH:11]=[CH:12][C:7]=2[N:6]=[CH:5]1)[CH2:2][CH3:3]. Given the reactants [CH2:1]([N:4]1[C:8]2[CH:9]=[C:10]([NH2:13])[CH:11]=[CH:12][C:7]=2[N:6]=[CH:5]1)[CH2:2][CH3:3].[Br:14]Br.N.CO.C(Cl)Cl, predict the reaction product.